Predict the product of the given reaction. From a dataset of Forward reaction prediction with 1.9M reactions from USPTO patents (1976-2016). (1) Given the reactants [CH2:1]([O:3][C:4]([N:6]1[C:15]2[C:10](=[N:11][C:12]([O:16][CH3:17])=[CH:13][CH:14]=2)[C@@H:9]([NH:18][CH:19]([C:32]2[N:37]=[CH:36][C:35](Br)=[CH:34][N:33]=2)[C:20]2[CH:25]=[C:24]([C:26]([F:29])([F:28])[F:27])[CH:23]=[C:22]([C:30]#[N:31])[CH:21]=2)[CH2:8][C@H:7]1[CH2:39][CH3:40])=[O:5])[CH3:2].[CH2:41]([O:48][C:49](=[O:52])[CH:50]=[CH2:51])[C:42]1[CH:47]=[CH:46][CH:45]=[CH:44][CH:43]=1.C1(C(N)C2CCCCC2)CCCCC1.F[B-](F)(F)F.C([PH+](C(C)(C)C)C(C)(C)C)(C)(C)C, predict the reaction product. The product is: [CH2:1]([O:3][C:4]([N:6]1[C:15]2[C:10](=[N:11][C:12]([O:16][CH3:17])=[CH:13][CH:14]=2)[C@@H:9]([NH:18][CH:19]([C:32]2[N:37]=[CH:36][C:35]([CH:51]=[CH:50][C:49]([O:48][CH2:41][C:42]3[CH:47]=[CH:46][CH:45]=[CH:44][CH:43]=3)=[O:52])=[CH:34][N:33]=2)[C:20]2[CH:25]=[C:24]([C:26]([F:29])([F:28])[F:27])[CH:23]=[C:22]([C:30]#[N:31])[CH:21]=2)[CH2:8][C@H:7]1[CH2:39][CH3:40])=[O:5])[CH3:2]. (2) The product is: [CH3:1][C:2]1[CH:7]=[CH:6][C:5]([NH:8][C:29](=[O:30])[C:28]2[CH:32]=[CH:33][CH:34]=[C:26]([O:25][CH2:24][C:23]([F:36])([F:22])[F:35])[CH:27]=2)=[CH:4][C:3]=1[NH:9][C:10]1[N:15]=[C:14]([C:16]2[CH:21]=[N:20][CH:19]=[CH:18][N:17]=2)[CH:13]=[CH:12][N:11]=1. Given the reactants [CH3:1][C:2]1[CH:7]=[CH:6][C:5]([NH2:8])=[CH:4][C:3]=1[NH:9][C:10]1[N:15]=[C:14]([C:16]2[CH:21]=[N:20][CH:19]=[CH:18][N:17]=2)[CH:13]=[CH:12][N:11]=1.[F:22][C:23]([F:36])([F:35])[CH2:24][O:25][C:26]1[CH:27]=[C:28]([CH:32]=[CH:33][CH:34]=1)[C:29](O)=[O:30].F[P-](F)(F)(F)(F)F.N1(O[P+](N(C)C)(N(C)C)N(C)C)C2C=CC=CC=2N=N1.CCN(C(C)C)C(C)C, predict the reaction product. (3) Given the reactants Cl[C:2]1[N:3]=[C:4]([N:21]2[CH2:26][CH2:25][O:24][CH2:23][CH2:22]2)[C:5]2[S:10][C:9]([C:11]3[CH:12]=[C:13]([NH:17][C:18](=[O:20])[CH3:19])[CH:14]=[CH:15][CH:16]=3)=[CH:8][C:6]=2[N:7]=1.[NH2:27][C:28]1[CH:33]=[CH:32][C:31](B2OC(C)(C)C(C)(C)O2)=[CH:30][N:29]=1, predict the reaction product. The product is: [NH2:27][C:28]1[N:29]=[CH:30][C:31]([C:2]2[N:3]=[C:4]([N:21]3[CH2:26][CH2:25][O:24][CH2:23][CH2:22]3)[C:5]3[S:10][C:9]([C:11]4[CH:12]=[C:13]([NH:17][C:18](=[O:20])[CH3:19])[CH:14]=[CH:15][CH:16]=4)=[CH:8][C:6]=3[N:7]=2)=[CH:32][CH:33]=1. (4) The product is: [Cl:1][C:2]1[CH:3]=[CH:4][C:5]2[N:11]3[C:12]([CH:15]([CH3:17])[CH3:16])=[N:13][N:14]=[C:10]3[CH:9]([CH2:18][C:19]([OH:21])=[O:20])[O:8][CH:7]([C:24]3[CH:29]=[CH:28][CH:27]=[C:26]([O:30][CH3:31])[C:25]=3[O:32][CH3:33])[C:6]=2[CH:34]=1. Given the reactants [Cl:1][C:2]1[CH:3]=[CH:4][C:5]2[N:11]3[C:12]([CH:15]([CH3:17])[CH3:16])=[N:13][N:14]=[C:10]3[CH:9]([CH2:18][C:19]([O:21]CC)=[O:20])[O:8][CH:7]([C:24]3[CH:29]=[CH:28][CH:27]=[C:26]([O:30][CH3:31])[C:25]=3[O:32][CH3:33])[C:6]=2[CH:34]=1.Cl, predict the reaction product. (5) Given the reactants [N+:1]([C:4]1[CH:38]=[CH:37][C:7]([N:8]([C:23]2[CH:28]=[CH:27][C:26]([C:29]([CH3:36])([CH2:31][C:32]([CH3:35])([CH3:34])[CH3:33])[CH3:30])=[CH:25][CH:24]=2)[C:9]2[CH:14]=[CH:13][C:12]([C:15]([CH3:22])([CH2:17][C:18]([CH3:21])([CH3:20])[CH3:19])[CH3:16])=[CH:11][CH:10]=2)=[CH:6][CH:5]=1)([O-])=O.O.NN, predict the reaction product. The product is: [NH2:1][C:4]1[CH:5]=[CH:6][C:7]([N:8]([C:23]2[CH:24]=[CH:25][C:26]([C:29]([CH3:36])([CH2:31][C:32]([CH3:35])([CH3:34])[CH3:33])[CH3:30])=[CH:27][CH:28]=2)[C:9]2[CH:14]=[CH:13][C:12]([C:15]([CH3:22])([CH2:17][C:18]([CH3:21])([CH3:20])[CH3:19])[CH3:16])=[CH:11][CH:10]=2)=[CH:37][CH:38]=1. (6) Given the reactants [C:1](Cl)(=O)[C:2]([Cl:4])=[O:3].[C:7]([C:11]1C(C(O)=O)=[CH:15][N:14]=[C:13]([CH3:20])[N:12]=1)([CH3:10])([CH3:9])[CH3:8], predict the reaction product. The product is: [C:7]([C:11]1[C:1]([C:2]([Cl:4])=[O:3])=[CH:15][N:14]=[C:13]([CH3:20])[N:12]=1)([CH3:10])([CH3:9])[CH3:8]. (7) Given the reactants [NH2:1][C:2]1[O:6][N:5]=[C:4]([C:7]2[CH:12]=[CH:11][CH:10]=[C:9]([O:13][C:14]([F:17])([F:16])[F:15])[CH:8]=2)[C:3]=1[C:18]([OH:20])=O.Cl.C(N=C=NCCCN(C)C)C.OC1C2N=NNC=2C=CC=1.[N:43]1([C:49]2[CH:54]=[CH:53][C:52]([OH:55])=[CH:51][CH:50]=2)[CH2:48][CH2:47][NH:46][CH2:45][CH2:44]1, predict the reaction product. The product is: [NH2:1][C:2]1[O:6][N:5]=[C:4]([C:7]2[CH:12]=[CH:11][CH:10]=[C:9]([O:13][C:14]([F:15])([F:16])[F:17])[CH:8]=2)[C:3]=1[C:18]([N:46]1[CH2:45][CH2:44][N:43]([C:49]2[CH:50]=[CH:51][C:52]([OH:55])=[CH:53][CH:54]=2)[CH2:48][CH2:47]1)=[O:20]. (8) The product is: [I:13][C:4]1[C:3]([C:7]2[CH:8]=[CH:9][CH:10]=[CH:11][CH:12]=2)=[C:2]([CH3:1])[NH:6][N:5]=1. Given the reactants [CH3:1][C:2]1[NH:6][N:5]=[CH:4][C:3]=1[C:7]1[CH:12]=[CH:11][CH:10]=[CH:9][CH:8]=1.[I-:13].[Na+].II.C([O-])([O-])=O.[K+].[K+], predict the reaction product. (9) Given the reactants [Cl:1][C:2]1[N:3]=[C:4]([N:19]2[CH2:24][CH2:23][O:22][CH2:21][CH2:20]2)[C:5]2[S:10][C:9]([C:11]3[CH:12]=[C:13]([NH2:17])[CH:14]=[CH:15][CH:16]=3)=[C:8]([CH3:18])[C:6]=2[N:7]=1.[C:25](O)(=[O:28])[CH2:26][OH:27], predict the reaction product. The product is: [Cl:1][C:2]1[N:3]=[C:4]([N:19]2[CH2:20][CH2:21][O:22][CH2:23][CH2:24]2)[C:5]2[S:10][C:9]([C:11]3[CH:12]=[C:13]([NH:17][C:26](=[O:27])[CH2:25][OH:28])[CH:14]=[CH:15][CH:16]=3)=[C:8]([CH3:18])[C:6]=2[N:7]=1. (10) Given the reactants [N:1]([CH2:4][CH2:5][N:6]([CH2:16][CH2:17][NH:18][C:19]([O:21][C:22]([CH3:25])([CH3:24])[CH3:23])=[O:20])[CH2:7][CH2:8][NH:9]C(=O)C(F)(F)F)=[N+:2]=[N-:3], predict the reaction product. The product is: [NH2:9][CH2:8][CH2:7][N:6]([CH2:5][CH2:4][N:1]=[N+:2]=[N-:3])[CH2:16][CH2:17][NH:18][C:19]([O:21][C:22]([CH3:25])([CH3:24])[CH3:23])=[O:20].